Dataset: HIV replication inhibition screening data with 41,000+ compounds from the AIDS Antiviral Screen. Task: Binary Classification. Given a drug SMILES string, predict its activity (active/inactive) in a high-throughput screening assay against a specified biological target. (1) The molecule is CC1CCCc2c(-c3ccc(Cl)cc3)nc(N)c(C#N)c21. The result is 0 (inactive). (2) The drug is CC(=O)Nc1sc(Br)cc1S(=O)(=O)c1ccc(Cl)cc1. The result is 0 (inactive). (3) The drug is Cl.Cn1cc(NC(=O)c2cc(NC(=O)CCCCCCCCCCC(=O)Nc3cc(C(=O)Nc4cc(C(=O)NCCC(=N)N)n(C)c4)n(C)c3)cn2C)cc1C(=O)NCCC(=N)N. The result is 1 (active). (4) The compound is c1ccc2c(CC[n+]3cccc(C4OCCO4)c3)c[nH]c2c1. The result is 0 (inactive). (5) The compound is N#CC1C(=O)N(c2ccccc2)NC12OC(=O)c1ccncc12. The result is 0 (inactive). (6) The drug is CN(C)c1cc2c3ccccc3ccc2c2ccccc12. The result is 0 (inactive). (7) The compound is CC(=O)OC1C(C)CC2C(C)COC3(C)CCC=C(C)CC4OC3C2C41. The result is 0 (inactive). (8) The compound is CC1CCCC2(O1)OC1CC(=O)OC1C1=C2C(=O)c2ccccc2C1=O. The result is 0 (inactive). (9) The molecule is Brc1c(C#CCC2CCCCC2)ccc(C#CCC2CCCCC2)c1Br. The result is 0 (inactive). (10) The compound is NNC(=O)NN=C1CN(c2ccc(Cl)cc2Cl)C(=O)C(=O)C1c1nc2ccccc2o1. The result is 0 (inactive).